This data is from Full USPTO retrosynthesis dataset with 1.9M reactions from patents (1976-2016). The task is: Predict the reactants needed to synthesize the given product. (1) Given the product [CH2:22]([O:16][C:15]1[C:9]2[CH:8]=[C:7]([C:4]3[O:5][CH2:6][C:2]([CH3:17])([CH3:1])[N:3]=3)[O:11][C:10]=2[CH:12]=[CH:13][CH:14]=1)[C@H:23]1[O:25][CH2:24]1, predict the reactants needed to synthesize it. The reactants are: [CH3:1][C:2]1([CH3:17])[CH2:6][O:5][C:4]([C:7]2[O:11][C:10]3[CH:12]=[CH:13][CH:14]=[C:15]([OH:16])[C:9]=3[CH:8]=2)=[N:3]1.S(C1C=CC([N+]([O-])=O)=CC=1)(O[CH2:22][C@H:23]1[O:25][CH2:24]1)(=O)=O.C(=O)([O-])[O-].[K+].[K+]. (2) Given the product [C:15]([O:14][C:12]([NH:11][C:9]1[O:10][C:4]2[C:5](=[N:6][CH:7]=[C:2]([CH2:24][CH3:25])[CH:3]=2)[C:8]=1[C:19]([O:21][CH2:22][CH3:23])=[O:20])=[O:13])([CH3:18])([CH3:17])[CH3:16], predict the reactants needed to synthesize it. The reactants are: Br[C:2]1[CH:3]=[C:4]2[O:10][C:9]([NH:11][C:12]([O:14][C:15]([CH3:18])([CH3:17])[CH3:16])=[O:13])=[C:8]([C:19]([O:21][CH2:22][CH3:23])=[O:20])[C:5]2=[N:6][CH:7]=1.[CH2:24]([Zn]CC)[CH3:25].CCCCCC. (3) Given the product [CH2:1]([O:3][C:4](=[O:13])[CH:5]([CH2:6][NH:7][CH:8]1[CH2:12][CH2:11][CH2:10][CH2:9]1)[CH2:15][CH3:16])[CH3:2], predict the reactants needed to synthesize it. The reactants are: [CH2:1]([O:3][C:4](=[O:13])[CH2:5][CH2:6][NH:7][CH:8]1[CH2:12][CH2:11][CH2:10][CH2:9]1)[CH3:2].I[CH2:15][CH3:16].C[Si]([N-][Si](C)(C)C)(C)C.[Li+]. (4) Given the product [CH3:39][O:38][C:34]1[C:33](=[O:40])[N:32]([C:30]2[CH:31]=[C:26]([NH:25][C:15]([C:9]3[C:10](=[O:14])[O:11][C:12]4[C:7]([CH:8]=3)=[CH:6][CH:5]=[C:4]([N:3]([CH2:1][CH3:2])[CH2:18][CH3:19])[CH:13]=4)=[O:17])[CH:27]=[C:28]([N:41]3[C:45](=[O:46])[CH:44]=[C:43]([O:47][CH3:48])[C:42]3=[O:49])[CH:29]=2)[C:36](=[O:37])[CH:35]=1, predict the reactants needed to synthesize it. The reactants are: [CH2:1]([N:3]([CH2:18][CH3:19])[C:4]1[CH:13]=[C:12]2[C:7]([CH:8]=[C:9]([C:15]([OH:17])=O)[C:10](=[O:14])[O:11]2)=[CH:6][CH:5]=1)[CH3:2].O=P(Cl)(Cl)Cl.[NH2:25][C:26]1[CH:27]=[C:28]([N:41]2[C:45](=[O:46])[CH:44]=[C:43]([O:47][CH3:48])[C:42]2=[O:49])[CH:29]=[C:30]([N:32]2[C:36](=[O:37])[CH:35]=[C:34]([O:38][CH3:39])[C:33]2=[O:40])[CH:31]=1. (5) Given the product [O:12]1[CH2:17][CH2:16][CH:15]([CH2:18][NH:1][C:2]2[CH:7]=[CH:6][C:5]([S:8]([NH2:11])(=[O:9])=[O:10])=[CH:4][CH:3]=2)[CH2:14][CH2:13]1, predict the reactants needed to synthesize it. The reactants are: [NH2:1][C:2]1[CH:7]=[CH:6][C:5]([S:8]([NH2:11])(=[O:10])=[O:9])=[CH:4][CH:3]=1.[O:12]1[CH2:17][CH2:16][CH:15]([CH:18]=O)[CH2:14][CH2:13]1.C(O[BH-](OC(=O)C)OC(=O)C)(=O)C.[Na+]. (6) The reactants are: Cl[CH2:2][C:3]1[CH:8]=[CH:7][CH:6]=[C:5]([O:9][CH3:10])[C:4]=1[F:11].[C-:12]#[N:13].[Na+]. Given the product [F:11][C:4]1[C:5]([O:9][CH3:10])=[CH:6][CH:7]=[CH:8][C:3]=1[CH2:2][C:12]#[N:13], predict the reactants needed to synthesize it.